This data is from Forward reaction prediction with 1.9M reactions from USPTO patents (1976-2016). The task is: Predict the product of the given reaction. (1) The product is: [CH2:1]([NH:8][CH2:13][CH:11]([OH:12])[C:10]([F:15])([F:14])[F:9])[C:2]1[CH:7]=[CH:6][CH:5]=[CH:4][CH:3]=1. Given the reactants [CH2:1]([NH2:8])[C:2]1[CH:7]=[CH:6][CH:5]=[CH:4][CH:3]=1.[F:9][C:10]([F:15])([F:14])[CH:11]1[CH2:13][O:12]1, predict the reaction product. (2) Given the reactants CO[C:3]1[CH:8]=C[C:6]([CH:9]2O[CH:10]2[C:12]([C:14]2[CH:19]=[C:18]([O:20][CH3:21])[C:17]([O:22][CH3:23])=[C:16]([O:24][CH3:25])[CH:15]=2)=O)=[CH:5][CH:4]=1.B(F)(F)F.C[CH2:31][O:32]CC.Cl.[NH2:36][OH:37].N1C=CC=C[CH:39]=1, predict the reaction product. The product is: [CH3:31][O:32][C:4]1[CH:3]=[CH:8][C:9]([C:10]2[C:12]([C:14]3[CH:15]=[C:16]([O:24][CH3:25])[C:17]([O:22][CH3:23])=[C:18]([O:20][CH3:21])[CH:19]=3)=[N:36][O:37][CH:39]=2)=[CH:6][CH:5]=1. (3) The product is: [N:1]1[CH:6]=[CH:5][C:4]([C:7](=[O:16])[C:8]([C:9]2[CH:10]=[CH:11][C:12]([CH3:15])=[CH:13][CH:14]=2)=[O:18])=[CH:3][CH:2]=1. Given the reactants [N:1]1[CH:6]=[CH:5][C:4]([C:7](=[O:16])[CH2:8][C:9]2[CH:14]=[CH:13][C:12]([CH3:15])=[CH:11][CH:10]=2)=[CH:3][CH:2]=1.[Se](=O)=[O:18], predict the reaction product. (4) The product is: [CH2:31]([N:32]([CH2:35][CH3:36])[CH2:33][CH2:34][N:3]1[C:4]2[CH:21]=[C:20]([C:22]#[N:23])[CH:19]=[C:18]([C:24]([F:27])([F:25])[F:26])[C:5]=2[N:6]([CH2:7][C:8]2[CH:13]=[CH:12][CH:11]=[C:10]([C:14]([F:16])([F:17])[F:15])[CH:9]=2)[C:2]1=[O:1])[CH3:30]. Given the reactants [O:1]=[C:2]1[N:6]([CH2:7][C:8]2[CH:13]=[CH:12][CH:11]=[C:10]([C:14]([F:17])([F:16])[F:15])[CH:9]=2)[C:5]2[C:18]([C:24]([F:27])([F:26])[F:25])=[CH:19][C:20]([C:22]#[N:23])=[CH:21][C:4]=2[NH:3]1.[H-].[Na+].[CH3:30][CH2:31][N:32]([CH2:35][CH2:36]Cl)[CH2:33][CH3:34].Cl.Cl.C(=O)(O)[O-].[Na+], predict the reaction product. (5) Given the reactants [C:1]([O:6][C@@H:7]1[C@@H:15]([CH2:16][C:17]2[CH:22]=[CH:21][CH:20]=[CH:19][CH:18]=2)[C:14](=[O:23])[O:13][CH2:12][C@H:11]([NH:24][C:25](=[O:35])C2C(O)=C(OC)C=CN=2)[C:10](=[O:36])[O:9][C@H:8]1[CH3:37])(=[O:5])[CH:2]([CH3:4])[CH3:3].O(C([O:41][C:42]([CH3:45])([CH3:44])[CH3:43])=O)C([O:41][C:42]([CH3:45])([CH3:44])[CH3:43])=O.C(N(CC)CCN)C, predict the reaction product. The product is: [C:1]([O:6][C@@H:7]1[C@@H:15]([CH2:16][C:17]2[CH:18]=[CH:19][CH:20]=[CH:21][CH:22]=2)[C:14](=[O:23])[O:13][CH2:12][C@H:11]([NH:24][C:25]([O:41][C:42]([CH3:45])([CH3:44])[CH3:43])=[O:35])[C:10](=[O:36])[O:9][C@H:8]1[CH3:37])(=[O:5])[CH:2]([CH3:4])[CH3:3]. (6) Given the reactants [C:1]([N:5]1[CH2:31][CH2:30][CH2:29][CH2:28][C:8]2[C:9]([C:23]3[S:24][CH:25]=[CH:26][CH:27]=3)=[C:10]3[C:19]4[CH:18]=[C:17]([NH2:20])[C:16]([O:21][CH3:22])=[CH:15][C:14]=4[CH2:13][CH2:12][N:11]3[C:7]=2[C:6]1=[O:32])([CH3:4])([CH3:3])[CH3:2].C(N(CC)CC)C.[Cl:40][CH2:41][C:42](Cl)=[O:43], predict the reaction product. The product is: [Cl:40][CH2:41][C:42]([NH:20][C:17]1[C:16]([O:21][CH3:22])=[CH:15][C:14]2[CH2:13][CH2:12][N:11]3[C:7]4[C:6](=[O:32])[N:5]([C:1]([CH3:4])([CH3:2])[CH3:3])[CH2:31][CH2:30][CH2:29][CH2:28][C:8]=4[C:9]([C:23]4[S:24][CH:25]=[CH:26][CH:27]=4)=[C:10]3[C:19]=2[CH:18]=1)=[O:43]. (7) Given the reactants Cl[C:2]1[C:7]([N+:8]([O-:10])=[O:9])=[CH:6][CH:5]=[C:4]([Cl:11])[N:3]=1.C1COCC1.[C-]#[Si+].[C:19]([Cu])#[N:20], predict the reaction product. The product is: [Cl:11][C:4]1[N:3]=[C:2]([C:19]#[N:20])[C:7]([N+:8]([O-:10])=[O:9])=[CH:6][CH:5]=1. (8) Given the reactants Br[C:2]1[CH:3]=[C:4]([C@@H:9]2[C@@H:13]([C:14]3[CH:19]=[CH:18][CH:17]=[C:16]([F:20])[CH:15]=3)[O:12][C:11](=[O:21])[NH:10]2)[C:5]([F:8])=[N:6][CH:7]=1.C1(P(C2C=CC=CC=2)C2C=CC=CC=2)C=CC=CC=1.[C:41]([Si:43]([CH3:46])([CH3:45])[CH3:44])#[CH:42], predict the reaction product. The product is: [F:8][C:5]1[C:4]([C@@H:9]2[C@@H:13]([C:14]3[CH:19]=[CH:18][CH:17]=[C:16]([F:20])[CH:15]=3)[O:12][C:11](=[O:21])[NH:10]2)=[CH:3][C:2]([C:42]#[C:41][Si:43]([CH3:46])([CH3:45])[CH3:44])=[CH:7][N:6]=1. (9) Given the reactants [CH3:1][O:2][C:3]1[CH:4]=[C:5]2[C:9](=[CH:10][CH:11]=1)[NH:8][CH:7]=[C:6]2[C:12](=[O:16])[C:13](Cl)=[O:14].CCN(CC)CC.[CH2:24]([OH:26])[CH3:25], predict the reaction product. The product is: [CH3:1][O:2][C:3]1[CH:4]=[C:5]2[C:9](=[CH:10][CH:11]=1)[NH:8][CH:7]=[C:6]2[C:12](=[O:16])[C:13]([O:26][CH2:24][CH3:25])=[O:14]. (10) Given the reactants Cl[C:2]1[C:11]2[C:6](=[CH:7][CH:8]=[CH:9][CH:10]=2)[CH:5]=[C:4]([NH:12][C:13]2[CH:17]=[CH:16][NH:15][N:14]=2)[N:3]=1.[C:18]([C:20]1[CH:21]=[C:22](B(O)O)[CH:23]=[CH:24][CH:25]=1)#[N:19], predict the reaction product. The product is: [NH:15]1[CH:16]=[CH:17][C:13]([NH:12][C:4]2[N:3]=[C:2]([C:24]3[CH:25]=[C:20]([CH:21]=[CH:22][CH:23]=3)[C:18]#[N:19])[C:11]3[C:6]([CH:5]=2)=[CH:7][CH:8]=[CH:9][CH:10]=3)=[N:14]1.